Dataset: Reaction yield outcomes from USPTO patents with 853,638 reactions. Task: Predict the reaction yield, written as a fraction of the theoretical maximum amount of product (1.0 means a 100% yield; for example, 0.34 means a 34% yield). The reactants are [F:1][C:2]1([F:17])[C:10](=[O:11])[C:9]2[NH:8][C:7]([C:12]([O:14][CH2:15][CH3:16])=[O:13])=[CH:6][C:5]=2[CH2:4][CH2:3]1.[BH4-].[Na+]. The catalyst is C(O)C. The product is [F:17][C:2]1([F:1])[CH:10]([OH:11])[C:9]2[NH:8][C:7]([C:12]([O:14][CH2:15][CH3:16])=[O:13])=[CH:6][C:5]=2[CH2:4][CH2:3]1. The yield is 0.990.